This data is from Full USPTO retrosynthesis dataset with 1.9M reactions from patents (1976-2016). The task is: Predict the reactants needed to synthesize the given product. (1) Given the product [C:12]([O:11][C:9]([N:17]1[CH2:18][CH:25]2[CH2:21][CH2:22][CH2:23][CH:24]2[CH2:19]1)=[O:10])([CH3:13])([CH3:14])[CH3:15], predict the reactants needed to synthesize it. The reactants are: [C:9](O[C:9]([O:11][C:12]([CH3:15])([CH3:14])[CH3:13])=[O:10])([O:11][C:12]([CH3:15])([CH3:14])[CH3:13])=[O:10].C[N:17]([C:19]1[CH:24]=[CH:23][CH:22]=[CH:21]N=1)[CH3:18].[CH2:25](N(CC)CC)C. (2) Given the product [F:1][C:2]1[CH:24]=[C:23]([S:25]([CH3:28])(=[O:27])=[O:26])[C:22]([F:29])=[CH:21][C:3]=1[O:4][C@@H:5]1[CH2:9][CH2:8][N:7]([CH:10]2[CH2:11][CH2:12][N:13]([C:16]3[N:17]=[C:32]([C:31]([F:42])([F:41])[F:30])[O:19][N:18]=3)[CH2:14][CH2:15]2)[C:6]1=[O:20], predict the reactants needed to synthesize it. The reactants are: [F:1][C:2]1[CH:24]=[C:23]([S:25]([CH3:28])(=[O:27])=[O:26])[C:22]([F:29])=[CH:21][C:3]=1[O:4][C@@H:5]1[CH2:9][CH2:8][N:7]([CH:10]2[CH2:15][CH2:14][N:13](/[C:16](=[N:18]/[OH:19])/[NH2:17])[CH2:12][CH2:11]2)[C:6]1=[O:20].[F:30][C:31]([F:42])([F:41])[C:32](O[C:32](=O)[C:31]([F:42])([F:41])[F:30])=O. (3) The reactants are: C[O:2][C:3](=[O:34])[CH2:4][O:5][C:6]1[CH:15]=[CH:14][C:13]([F:16])=[C:12]2[C:7]=1[C:8]([CH3:33])=[C:9]([CH2:21][C:22]1[CH:27]=[CH:26][C:25]([N:28]3[CH:32]=[CH:31][CH:30]=[N:29]3)=[CH:24][CH:23]=1)[C:10]([O:17][CH:18]([F:20])[F:19])=[N:11]2.[OH-].[Na+].C(O)(=O)C. Given the product [F:20][CH:18]([F:19])[O:17][C:10]1[C:9]([CH2:21][C:22]2[CH:27]=[CH:26][C:25]([N:28]3[CH:32]=[CH:31][CH:30]=[N:29]3)=[CH:24][CH:23]=2)=[C:8]([CH3:33])[C:7]2[C:12](=[C:13]([F:16])[CH:14]=[CH:15][C:6]=2[O:5][CH2:4][C:3]([OH:34])=[O:2])[N:11]=1, predict the reactants needed to synthesize it.